Task: Predict the product of the given reaction.. Dataset: Forward reaction prediction with 1.9M reactions from USPTO patents (1976-2016) (1) Given the reactants [O:1]=[C:2]1[CH:6]=[C:5]([C@H:7]2[CH2:12][CH2:11][N:10](C(OC)=O)[C@@H:9]([C:17]3[CH:22]=[CH:21][C:20]([C:23]([F:26])([F:25])[F:24])=[CH:19][CH:18]=3)[CH2:8]2)[O:4][NH:3]1.Br, predict the reaction product. The product is: [F:26][C:23]([F:24])([F:25])[C:20]1[CH:19]=[CH:18][C:17]([C@H:9]2[CH2:8][C@@H:7]([C:5]3[O:4][NH:3][C:2](=[O:1])[CH:6]=3)[CH2:12][CH2:11][NH:10]2)=[CH:22][CH:21]=1. (2) Given the reactants [CH3:1][C:2]1([CH3:15])[O:14][C:6]2=[C:7]([CH3:13])[N:8]=[CH:9][C:10]([CH2:11][NH2:12])=[C:5]2[CH2:4][O:3]1.[C:16]([C:18]1[CH:26]=[CH:25][C:21]([C:22](O)=[O:23])=[CH:20][CH:19]=1)#[N:17], predict the reaction product. The product is: [C:16]([C:18]1[CH:26]=[CH:25][C:21]([C:22]([NH:12][CH2:11][C:10]2[CH:9]=[N:8][C:7]([CH3:13])=[C:6]3[O:14][C:2]([CH3:15])([CH3:1])[O:3][CH2:4][C:5]=23)=[O:23])=[CH:20][CH:19]=1)#[N:17].